This data is from Full USPTO retrosynthesis dataset with 1.9M reactions from patents (1976-2016). The task is: Predict the reactants needed to synthesize the given product. (1) Given the product [CH3:1][O:2][CH2:3][C@H:4]1[CH2:8][CH2:7][CH2:6][N:5]1[S:9]([C:12]1[CH:13]=[C:14]2[C:18](=[CH:19][CH:20]=1)[NH:17][C:16](=[O:21])[C:15]12[O:26][CH2:25][CH2:24][CH2:23][O:22]1)(=[O:11])=[O:10], predict the reactants needed to synthesize it. The reactants are: [CH3:1][O:2][CH2:3][C@H:4]1[CH2:8][CH2:7][CH2:6][N:5]1[S:9]([C:12]1[CH:13]=[C:14]2[C:18](=[CH:19][CH:20]=1)[NH:17][C:16](=[O:21])[C:15]2=[O:22])(=[O:11])=[O:10].[CH2:23](O)[CH2:24][CH2:25][OH:26].C1(C)C=CC(S(O)(=O)=O)=CC=1. (2) Given the product [OH:24][C:21]1[CH:22]=[CH:23][C:16]([OH:15])=[C:17]([C:18]2[NH:1][N:2]=[C:3]([C:5]3[C:14]4[C:9](=[CH:10][CH:11]=[CH:12][CH:13]=4)[CH:8]=[CH:7][N:6]=3)[N:4]=2)[CH:20]=1, predict the reactants needed to synthesize it. The reactants are: [NH2:1][NH:2][C:3]([C:5]1[C:14]2[C:9](=[CH:10][CH:11]=[CH:12][CH:13]=2)[CH:8]=[CH:7][N:6]=1)=[NH:4].[OH:15][C:16]1[CH:23]=[CH:22][C:21]([OH:24])=[CH:20][C:17]=1[CH:18]=O. (3) Given the product [Cl:34][C:26]1[CH:25]=[C:24]([C:22]2[O:21][N:20]=[C:19]([C:14]3[CH:15]=[CH:16][CH:17]=[C:18]4[C:13]=3[N:12]([CH3:35])[CH:11]=[C:10]4[CH2:9][CH2:8][CH2:7][O:6][CH2:5][C:4]([OH:36])=[O:3])[N:23]=2)[CH:29]=[CH:28][C:27]=1[O:30][CH:31]([CH3:32])[CH3:33], predict the reactants needed to synthesize it. The reactants are: C([O:3][C:4](=[O:36])[CH2:5][O:6][CH2:7][CH2:8][CH2:9][C:10]1[C:18]2[C:13](=[C:14]([C:19]3[N:23]=[C:22]([C:24]4[CH:29]=[CH:28][C:27]([O:30][CH:31]([CH3:33])[CH3:32])=[C:26]([Cl:34])[CH:25]=4)[O:21][N:20]=3)[CH:15]=[CH:16][CH:17]=2)[N:12]([CH3:35])[CH:11]=1)C.[OH-].[Na+].Cl. (4) Given the product [OH:21][CH2:20][C@@H:19]([N:18]1[C:3]2=[N:4][C:5]([C:8]3[CH:17]=[CH:16][CH:15]=[C:14]4[C:9]=3[CH:10]=[CH:11][CH:12]=[N:13]4)=[CH:6][N:7]=[C:2]2[NH:1][C:38]1=[O:39])[C:22]1[CH:27]=[CH:26][CH:25]=[CH:24][CH:23]=1, predict the reactants needed to synthesize it. The reactants are: [NH2:1][C:2]1[C:3]([NH:18][C@@H:19]([C:22]2[CH:27]=[CH:26][CH:25]=[CH:24][CH:23]=2)[CH2:20][OH:21])=[N:4][C:5]([C:8]2[CH:17]=[CH:16][CH:15]=[C:14]3[C:9]=2[CH:10]=[CH:11][CH:12]=[N:13]3)=[CH:6][N:7]=1.NC1C(N[C@@H](C2C=CC=CC=2)[CH2:38][OH:39])=NC(Br)=CN=1.N1C2C=CC=C(B(O)O)C=2C=CC=1.C(=O)([O-])[O-].[K+].[K+]. (5) The reactants are: C1(P(C2C=CC=CC=2)C2C=CC=CC=2)C=CC=CC=1.[CH3:20][C:21]1([CH3:28])[O:25][CH:24]([CH2:26][OH:27])[CH2:23][O:22]1.[CH3:29][C:30]1([CH3:44])[C:34]([CH3:36])([CH3:35])[O:33][B:32]([C:37]2[CH:42]=[CH:41][C:40](O)=[CH:39][CH:38]=2)[O:31]1.N(C(N1CCCCC1)=O)=NC(N1CCCCC1)=O. Given the product [CH3:20][C:21]1([CH3:28])[O:25][CH:24]([CH2:26][O:27][C:40]2[CH:41]=[CH:42][C:37]([B:32]3[O:33][C:34]([CH3:36])([CH3:35])[C:30]([CH3:44])([CH3:29])[O:31]3)=[CH:38][CH:39]=2)[CH2:23][O:22]1, predict the reactants needed to synthesize it. (6) Given the product [Cl:1][C:2]1[CH:8]=[CH:7][C:5]([NH:6][CH:11]2[CH2:12][O:9][CH2:10]2)=[CH:4][CH:3]=1, predict the reactants needed to synthesize it. The reactants are: [Cl:1][C:2]1[CH:8]=[CH:7][C:5]([NH2:6])=[CH:4][CH:3]=1.[O:9]1[CH2:12][C:11](=O)[CH2:10]1.C([BH3-])#N.[Na+]. (7) Given the product [Si:14]([O:13][CH2:12][CH2:11][O:10][C:3]1[CH:4]=[CH:5][C:6]([CH:8]=[O:9])=[N:7][C:2]=1[C:26]1[CH:27]=[CH:28][C:23]([S:22][CH3:21])=[CH:24][CH:25]=1)([C:17]([CH3:20])([CH3:19])[CH3:18])([CH3:16])[CH3:15], predict the reactants needed to synthesize it. The reactants are: Br[C:2]1[N:7]=[C:6]([CH:8]=[O:9])[CH:5]=[CH:4][C:3]=1[O:10][CH2:11][CH2:12][O:13][Si:14]([C:17]([CH3:20])([CH3:19])[CH3:18])([CH3:16])[CH3:15].[CH3:21][S:22][C:23]1[CH:28]=[CH:27][C:26](B(O)O)=[CH:25][CH:24]=1.C([O-])([O-])=O.[Na+].[Na+].